This data is from Forward reaction prediction with 1.9M reactions from USPTO patents (1976-2016). The task is: Predict the product of the given reaction. (1) Given the reactants [NH2:1][C:2]1[CH:3]=[C:4]([CH:33]=[CH:34][CH:35]=1)[O:5][C:6]1[N:7]=[C:8]([NH:17][C:18]2[CH:23]=[CH:22][C:21]([N:24]3[CH2:29][CH2:28][N:27]([CH3:30])[C@@H:26]([CH2:31][OH:32])[CH2:25]3)=[CH:20][CH:19]=2)[C:9]([C:14]([NH2:16])=[O:15])=[N:10][C:11]=1[CH2:12][CH3:13].ClCCl.C(N(C(C)C)CC)(C)C.[C:48](Cl)(=[O:51])[CH:49]=[CH2:50], predict the reaction product. The product is: [C:48]([NH:1][C:2]1[CH:3]=[C:4]([CH:33]=[CH:34][CH:35]=1)[O:5][C:6]1[N:7]=[C:8]([NH:17][C:18]2[CH:19]=[CH:20][C:21]([N:24]3[CH2:29][CH2:28][N:27]([CH3:30])[C@@H:26]([CH2:31][OH:32])[CH2:25]3)=[CH:22][CH:23]=2)[C:9]([C:14]([NH2:16])=[O:15])=[N:10][C:11]=1[CH2:12][CH3:13])(=[O:51])[CH:49]=[CH2:50]. (2) Given the reactants OO.[OH-].[Na+].[ClH:5].Cl.[CH2:7]([N:10]([CH2:26][CH2:27][CH3:28])[CH2:11][CH2:12][C:13]1[C:18]([CH2:19][C:20](O)=[O:21])=[C:17]([N+:23]([O-])=O)[CH:16]=[CH:15][CH:14]=1)[CH2:8][CH3:9], predict the reaction product. The product is: [CH3:9][CH2:8][CH2:7][N:10]([CH2:11][CH2:12][C:13]1[CH:14]=[CH:15][CH:16]=[C:17]2[NH:23][C:20](=[O:21])[CH2:19][C:18]=12)[CH2:26][CH2:27][CH3:28].[ClH:5]. (3) Given the reactants [C:1]([C:4]1[CH:9]=[CH:8][CH:7]=[CH:6][CH:5]=1)(=[O:3])[CH3:2].[C:10]1([CH3:18])[CH:15]=[CH:14][C:13]([CH:16]=O)=[CH:12][CH:11]=1.[OH-].[Na+], predict the reaction product. The product is: [CH3:18][C:10]1[CH:15]=[CH:14][C:13](/[CH:16]=[CH:2]/[C:1]([C:4]2[CH:9]=[CH:8][CH:7]=[CH:6][CH:5]=2)=[O:3])=[CH:12][CH:11]=1. (4) Given the reactants [Br:1][C:2]1[CH:3]=[CH:4][C:5]([F:16])=[C:6]([C@@:8]2([CH3:15])[NH:13][C:12](=S)[CH2:11][O:10][CH2:9]2)[CH:7]=1.[NH3:17].C(OO)(C)(C)C, predict the reaction product. The product is: [Br:1][C:2]1[CH:3]=[CH:4][C:5]([F:16])=[C:6]([C@:8]2([CH3:15])[CH2:9][O:10][CH2:11][C:12]([NH2:17])=[N:13]2)[CH:7]=1.